Dataset: Forward reaction prediction with 1.9M reactions from USPTO patents (1976-2016). Task: Predict the product of the given reaction. (1) Given the reactants C([Li])CCC.[CH3:6][O:7][C:8]1[C:20]2[CH:19]=[CH:18][O:17][C:16]=2[C:15]([O:21][CH3:22])=[C:14]2[C:9]=1[CH:10]=[CH:11][CH:12]=[CH:13]2.CN(C)C=[O:26].Cl, predict the reaction product. The product is: [O:26]=[C:18]1[O:17][C:16]2[C:15]([O:21][CH3:22])=[C:14]3[C:9](=[C:8]([O:7][CH3:6])[C:20]=2[CH2:19]1)[CH:10]=[CH:11][CH:12]=[CH:13]3. (2) Given the reactants Br[CH2:2][CH2:3][CH2:4][CH2:5][CH2:6][CH2:7][CH2:8]/[CH:9]=[CH:10]\[CH2:11][CH2:12][CH2:13][CH2:14][CH2:15][CH2:16][CH2:17][CH3:18].[Li]C(C)(C)C.[N:24]1[CH:29]=[CH:28][CH:27]=[CH:26][C:25]=1[C:30]1[O:34][C:33]([C:35]([O:37]C)=O)=[N:32][N:31]=1, predict the reaction product. The product is: [N:24]1[CH:29]=[CH:28][CH:27]=[CH:26][C:25]=1[C:30]1[O:34][C:33]([C:35](=[O:37])[CH2:2][CH2:3][CH2:4][CH2:5][CH2:6][CH2:7][CH2:8][CH:9]=[CH:10][CH2:11][CH2:12][CH2:13][CH2:14][CH2:15][CH2:16][CH2:17][CH3:18])=[N:32][N:31]=1. (3) Given the reactants [CH:1]1([CH:5]([NH:11][C:12]2[C:17]([F:18])=[CH:16][N:15]=[C:14]([C:19]3[C:27]4[C:22](=[N:23][CH:24]=[C:25]([F:28])[CH:26]=4)[N:21](S(C4C=CC(C)=CC=4)(=O)=O)[CH:20]=3)[N:13]=2)[CH2:6][C:7]([O:9][CH3:10])=[O:8])[CH2:4][CH2:3][CH2:2]1.C1(C(NC2C(F)=CN=C(C3C4C(=NC=C(F)C=4)N(S(C4C=CC(C)=CC=4)(=O)=O)C=3)N=2)CC([O-])=O)CCC1.C[O-].[Na+], predict the reaction product. The product is: [CH:1]1([CH:5]([NH:11][C:12]2[C:17]([F:18])=[CH:16][N:15]=[C:14]([C:19]3[C:27]4[C:22](=[N:23][CH:24]=[C:25]([F:28])[CH:26]=4)[NH:21][CH:20]=3)[N:13]=2)[CH2:6][C:7]([O:9][CH3:10])=[O:8])[CH2:2][CH2:3][CH2:4]1. (4) Given the reactants [OH:1][CH2:2][C:3]1([NH:6][C:7](=[O:13])[O:8][C:9]([CH3:12])([CH3:11])[CH3:10])[CH2:5][CH2:4]1.O[C:15]1[N:20]=[CH:19][C:18]([N:21]2[C:25]([CH3:27])([CH3:26])[C:24](=[O:28])[N:23]([C:29]3[CH:36]=[CH:35][C:32]([C:33]#[N:34])=[C:31]([C:37]([F:40])([F:39])[F:38])[CH:30]=3)[C:22]2=[S:41])=[CH:17][CH:16]=1.C1(P(C2C=CC=CC=2)C2C=CC=CC=2)C=CC=CC=1.N(C(OC(C)C)=O)=NC(OC(C)C)=O, predict the reaction product. The product is: [C:33]([C:32]1[CH:35]=[CH:36][C:29]([N:23]2[C:24](=[O:28])[C:25]([CH3:27])([CH3:26])[N:21]([C:18]3[CH:17]=[CH:16][C:15]([O:1][CH2:2][C:3]4([NH:6][C:7](=[O:13])[O:8][C:9]([CH3:10])([CH3:12])[CH3:11])[CH2:4][CH2:5]4)=[N:20][CH:19]=3)[C:22]2=[S:41])=[CH:30][C:31]=1[C:37]([F:38])([F:40])[F:39])#[N:34]. (5) Given the reactants [CH2:1]([O:3][C:4]1[CH:9]=[CH:8][C:7](B(O)O)=[CH:6][CH:5]=1)[CH3:2].Br[C:14]1[S:18][C:17]([S:19]([OH:22])(=[O:21])=[O:20])=[CH:16][CH:15]=1.C(=O)([O-])[O-].[K+].[K+].C(COC)OC, predict the reaction product. The product is: [CH2:1]([O:3][C:4]1[CH:9]=[CH:8][C:7]([C:14]2[S:18][C:17]([S:19]([OH:22])(=[O:21])=[O:20])=[CH:16][CH:15]=2)=[CH:6][CH:5]=1)[CH3:2]. (6) Given the reactants O[CH2:2][CH2:3][C:4]1[NH:5][C:6]2[C:11]([CH:12]=1)=[CH:10][C:9]([C:13]1[NH:22][C:21](=[O:23])[C:20]3[C:15](=[CH:16][C:17]([O:26][CH3:27])=[CH:18][C:19]=3[O:24][CH3:25])[N:14]=1)=[CH:8][CH:7]=2.C(Br)(Br)(Br)[Br:29].C1(P(C2C=CC=CC=2)C2C=CC=CC=2)C=CC=CC=1, predict the reaction product. The product is: [Br:29][CH2:2][CH2:3][C:4]1[NH:5][C:6]2[C:11]([CH:12]=1)=[CH:10][C:9]([C:13]1[NH:22][C:21](=[O:23])[C:20]3[C:15](=[CH:16][C:17]([O:26][CH3:27])=[CH:18][C:19]=3[O:24][CH3:25])[N:14]=1)=[CH:8][CH:7]=2. (7) Given the reactants [CH2:1]([N:5]([CH2:16][C:17]1[NH:21][C:20]2[CH:22]=[CH:23][CH:24]=[CH:25][C:19]=2[N:18]=1)[C:6](=[O:15])[C:7]1[CH:12]=[CH:11][CH:10]=[C:9]([F:13])[C:8]=1[F:14])[CH2:2][CH2:3][CH3:4].[H-].[Na+].[Cl:28][CH2:29][CH:30]=[CH:31][CH2:32]Cl, predict the reaction product. The product is: [F:14][C:8]1[C:9]([F:13])=[CH:10][CH:11]=[CH:12][C:7]=1[C:6]([N:5]([CH2:1][CH2:2][CH2:3][CH3:4])[CH:16]([CH2:32][CH:31]=[CH:30][CH2:29][Cl:28])[C:17]1[NH:18][C:19]2[CH:25]=[CH:24][CH:23]=[CH:22][C:20]=2[N:21]=1)=[O:15]. (8) Given the reactants [CH3:1][C:2]1[S:3][CH:4]=[CH:5][N:6]=1.[O:7]1[C:11]2([CH2:16][CH2:15][C:14](=[O:17])[CH2:13][CH2:12]2)[O:10][CH2:9][CH2:8]1, predict the reaction product. The product is: [CH3:1][C:2]1[S:3][C:4]([C:14]2([OH:17])[CH2:15][CH2:16][C:11]3([O:10][CH2:9][CH2:8][O:7]3)[CH2:12][CH2:13]2)=[CH:5][N:6]=1. (9) The product is: [F:9][C:10]1[CH:11]=[C:12]([C:13](=[O:14])[NH:15][CH3:16])[CH:17]=[C:18]([F:22])[C:19]=1[C:20]1[N:8]=[C:4]2[CH:3]=[C:2]([CH3:1])[CH:7]=[CH:6][N:5]2[C:24]=1[CH2:23][C@H:25]1[O:30][CH2:29][CH2:28][N:27]([C:31]([O:33][C:34]([CH3:35])([CH3:37])[CH3:36])=[O:32])[CH2:26]1. Given the reactants [CH3:1][C:2]1[CH:7]=[CH:6][N:5]=[C:4]([NH2:8])[CH:3]=1.[F:9][C:10]1[CH:11]=[C:12]([CH:17]=[C:18]([F:22])[C:19]=1[CH:20]=O)[C:13]([NH:15][CH3:16])=[O:14].[C:23]([C@H:25]1[O:30][CH2:29][CH2:28][N:27]([C:31]([O:33][C:34]([CH3:37])([CH3:36])[CH3:35])=[O:32])[CH2:26]1)#[CH:24].CC(N(C)C)=O, predict the reaction product. (10) Given the reactants Br[CH:2]([CH3:10])[C:3](=O)[C:4]([O:6][CH2:7][CH3:8])=[O:5].[NH2:11][C:12]([NH2:14])=[S:13], predict the reaction product. The product is: [NH2:14][C:12]1[S:13][C:2]([CH3:10])=[C:3]([C:4]([O:6][CH2:7][CH3:8])=[O:5])[N:11]=1.